Dataset: Forward reaction prediction with 1.9M reactions from USPTO patents (1976-2016). Task: Predict the product of the given reaction. (1) Given the reactants [H-].C([Al+]CC(C)C)C(C)C.O1CCCC1.[CH2:16]([O:18][C:19]1[CH:24]=[CH:23][C:22]([C@H:25]2[CH2:30][CH2:29][C@H:28]([CH:31]3[CH2:36][CH2:35][CH:34]([C@H:37]4[CH2:42][CH2:41][C@H:40]([CH2:43][CH2:44][CH2:45][CH2:46][CH3:47])[CH2:39][CH2:38]4)[O:33][C:32]3=[O:48])[CH2:27][CH2:26]2)=[C:21]([F:49])[C:20]=1[F:50])[CH3:17], predict the reaction product. The product is: [CH2:16]([O:18][C:19]1[CH:24]=[CH:23][C:22]([C@H:25]2[CH2:26][CH2:27][C@H:28]([CH:31]3[CH2:36][CH2:35][CH:34]([C@H:37]4[CH2:42][CH2:41][C@H:40]([CH2:43][CH2:44][CH2:45][CH2:46][CH3:47])[CH2:39][CH2:38]4)[O:33][CH:32]3[OH:48])[CH2:29][CH2:30]2)=[C:21]([F:49])[C:20]=1[F:50])[CH3:17]. (2) Given the reactants C[O:2][C:3]([C:5]1[N:9]=[CH:8][N:7]([CH:10]2[CH:17]3[CH:13]([O:14][C:15]([CH3:19])([CH3:18])[O:16]3)[C:12]([CH2:20][O:21][C:22]([C:35]3[CH:40]=[CH:39][CH:38]=[CH:37][CH:36]=3)([C:29]3[CH:34]=[CH:33][CH:32]=[CH:31][CH:30]=3)[C:23]3[CH:28]=[CH:27][CH:26]=[CH:25][CH:24]=3)=[CH:11]2)[N:6]=1)=O.[NH3:41], predict the reaction product. The product is: [CH3:19][C:15]1([CH3:18])[O:14][CH:13]2[C:12]([CH2:20][O:21][C:22]([C:29]3[CH:30]=[CH:31][CH:32]=[CH:33][CH:34]=3)([C:35]3[CH:36]=[CH:37][CH:38]=[CH:39][CH:40]=3)[C:23]3[CH:28]=[CH:27][CH:26]=[CH:25][CH:24]=3)=[CH:11][CH:10]([N:7]3[CH:8]=[N:9][C:5]([C:3]([NH2:41])=[O:2])=[N:6]3)[CH:17]2[O:16]1. (3) Given the reactants Cl[C:2]1[C:11]2[C:6](=[CH:7][C:8]([F:13])=[CH:9][C:10]=2[F:12])[N:5]=[C:4]([N:14]2[CH2:19][CH2:18][O:17][C:16]([CH3:21])([CH3:20])[CH2:15]2)[C:3]=1[CH3:22].[CH3:23][C:24]1([CH3:39])[C:28]2=[N:29][CH:30]=[C:31]([N:33]3[CH2:38][CH2:37][O:36][CH2:35][CH2:34]3)[CH:32]=[C:27]2[NH:26][CH2:25]1.CC(C)([O-])C.[Na+], predict the reaction product. The product is: [CH3:20][C:16]1([CH3:21])[O:17][CH2:18][CH2:19][N:14]([C:4]2[C:3]([CH3:22])=[C:2]([N:26]3[C:27]4[C:28](=[N:29][CH:30]=[C:31]([N:33]5[CH2:34][CH2:35][O:36][CH2:37][CH2:38]5)[CH:32]=4)[C:24]([CH3:39])([CH3:23])[CH2:25]3)[C:11]3[C:6](=[CH:7][C:8]([F:13])=[CH:9][C:10]=3[F:12])[N:5]=2)[CH2:15]1. (4) Given the reactants Br[C:2]1[CH:3]=[C:4]([C:8]2([OH:21])[CH2:13][CH2:12][N:11]([C:14]([O:16][C:17]([CH3:20])([CH3:19])[CH3:18])=[O:15])[CH2:10][CH2:9]2)[CH:5]=[N:6][CH:7]=1.C(=O)([O-])[O-].[Na+].[Na+].[CH3:28][C:29]1[CH:30]=[C:31]([NH:44][C:45]2[N:50]=[C:49]([C:51]([F:54])([F:53])[F:52])[CH:48]=[CH:47][N:46]=2)[CH:32]=[C:33](B2OC(C)(C)C(C)(C)O2)[CH:34]=1, predict the reaction product. The product is: [OH:21][C:8]1([C:4]2[CH:5]=[N:6][CH:7]=[C:2]([C:33]3[CH:32]=[C:31]([NH:44][C:45]4[N:50]=[C:49]([C:51]([F:54])([F:53])[F:52])[CH:48]=[CH:47][N:46]=4)[CH:30]=[C:29]([CH3:28])[CH:34]=3)[CH:3]=2)[CH2:13][CH2:12][N:11]([C:14]([O:16][C:17]([CH3:20])([CH3:19])[CH3:18])=[O:15])[CH2:10][CH2:9]1. (5) Given the reactants [NH2:1][CH2:2][CH2:3][N:4]1[CH2:9][CH2:8][CH:7]([C:10]2[CH:11]=[C:12]([NH:16][C:17](=[O:21])[CH:18]([CH3:20])[CH3:19])[CH:13]=[CH:14][CH:15]=2)[CH2:6][CH2:5]1.[C:22]1([CH:28]([C:32]2[CH:37]=[CH:36][CH:35]=[CH:34][CH:33]=2)[C:29](Cl)=[O:30])[CH:27]=[CH:26][CH:25]=[CH:24][CH:23]=1, predict the reaction product. The product is: [C:32]1([CH:28]([C:22]2[CH:23]=[CH:24][CH:25]=[CH:26][CH:27]=2)[C:29]([NH:1][CH2:2][CH2:3][N:4]2[CH2:9][CH2:8][CH:7]([C:10]3[CH:11]=[C:12]([NH:16][C:17](=[O:21])[CH:18]([CH3:19])[CH3:20])[CH:13]=[CH:14][CH:15]=3)[CH2:6][CH2:5]2)=[O:30])[CH:33]=[CH:34][CH:35]=[CH:36][CH:37]=1. (6) Given the reactants [CH3:1][C:2]1([CH3:16])[C:6]([CH3:8])([CH3:7])[O:5][B:4]([C:9]2[CH:14]=[CH:13][C:12]([NH2:15])=[CH:11][CH:10]=2)[O:3]1.[N:17]([C:20]1[CH:25]=[CH:24][CH:23]=[C:22]([C:26]([F:29])([F:28])[F:27])[CH:21]=1)=[C:18]=[O:19], predict the reaction product. The product is: [CH3:8][C:6]1([CH3:7])[C:2]([CH3:16])([CH3:1])[O:3][B:4]([C:9]2[CH:14]=[CH:13][C:12]([NH:15][C:18]([NH:17][C:20]3[CH:25]=[CH:24][CH:23]=[C:22]([C:26]([F:27])([F:28])[F:29])[CH:21]=3)=[O:19])=[CH:11][CH:10]=2)[O:5]1. (7) The product is: [C:14]([O:13][C:12](=[O:18])[N:11]([CH2:10][CH:9]([O:8][Si:1]([C:4]([CH3:5])([CH3:7])[CH3:6])([CH3:2])[CH3:3])[CH2:20][O:21][C:22]1[CH:27]=[CH:26][CH:25]=[C:24]([C:28]2[N:33]=[C:32]([Cl:34])[CH:31]=[C:30]([N:44]([CH3:43])[CH:45]3[CH2:50][CH2:49][O:48][CH2:47][CH2:46]3)[N:29]=2)[CH:23]=1)[CH3:19])([CH3:16])([CH3:15])[CH3:17]. Given the reactants [Si:1]([O:8][CH:9]([CH2:20][O:21][C:22]1[CH:27]=[CH:26][CH:25]=[C:24]([C:28]2[N:33]=[C:32]([Cl:34])[CH:31]=[C:30](Cl)[N:29]=2)[CH:23]=1)[CH2:10][N:11]([CH3:19])[C:12](=[O:18])[O:13][C:14]([CH3:17])([CH3:16])[CH3:15])([C:4]([CH3:7])([CH3:6])[CH3:5])([CH3:3])[CH3:2].C(N(CC)CC)C.[CH3:43][NH:44][CH:45]1[CH2:50][CH2:49][O:48][CH2:47][CH2:46]1, predict the reaction product. (8) Given the reactants [CH2:1]([NH:5][C:6]1[N:7]=[C:8]([NH:23][CH3:24])[C:9]2[N:15]=[C:14]([NH:16][CH2:17][CH2:18][CH2:19][CH3:20])[N:13]=[C:12]([NH:21][CH3:22])[C:10]=2[N:11]=1)[CH2:2][CH2:3][CH3:4].[ClH:25].C(OCC)C.Cl.CN(C)C1N=C(NCCC)C2N=C(NC)N=C(NCCC)C=2N=1, predict the reaction product. The product is: [ClH:25].[CH2:17]([NH:16][C:14]1[N:13]=[C:12]([NH:21][CH3:22])[C:10]2[N:11]=[C:6]([NH:5][CH2:1][CH2:2][CH2:3][CH3:4])[N:7]=[C:8]([NH:23][CH3:24])[C:9]=2[N:15]=1)[CH2:18][CH2:19][CH3:20]. (9) The product is: [C:38]([O:31][CH2:30][CH2:29][NH:28][C:26]([C:15]1[N:14]=[N:13][N:12]([C:9]2[CH:8]=[CH:7][C:6]([C:4]([NH:3][CH2:1][CH3:2])=[O:5])=[CH:11][CH:10]=2)[C:16]=1[CH2:17][O:18][C:19]1[CH:24]=[CH:23][CH:22]=[C:21]([F:25])[CH:20]=1)=[O:27])(=[O:40])[CH3:39]. Given the reactants [CH2:1]([NH:3][C:4]([C:6]1[CH:11]=[CH:10][C:9]([N:12]2[C:16]([CH2:17][O:18][C:19]3[CH:24]=[CH:23][CH:22]=[C:21]([F:25])[CH:20]=3)=[C:15]([C:26]([NH:28][CH2:29][CH2:30][OH:31])=[O:27])[N:14]=[N:13]2)=[CH:8][CH:7]=1)=[O:5])[CH3:2].N1C=CC=CC=1.[C:38](OC(=O)C)(=[O:40])[CH3:39].Cl, predict the reaction product. (10) Given the reactants Cl[CH2:2][CH2:3][CH:4]1[CH2:9][CH2:8][CH2:7][CH2:6][N:5]1[C:10]([O:12][C:13]([CH3:16])([CH3:15])[CH3:14])=[O:11].[NH:17]1[C:21]2[CH:22]=[CH:23][CH:24]=[CH:25][C:20]=2[N:19]=[C:18]1[CH2:26][N:27]([CH3:38])[CH:28]1[C:37]2[N:36]=[CH:35][CH:34]=[CH:33][C:32]=2[CH2:31][CH2:30][CH2:29]1.CN(CC1N(CC2C=NC=CC=2)C2C=CC=CC=2N=1)C1C2N=CC=CC=2CCC1, predict the reaction product. The product is: [CH3:38][N:27]([CH2:26][C:18]1[N:17]([CH2:2][CH2:3][CH:4]2[CH2:9][CH2:8][CH2:7][CH2:6][N:5]2[C:10]([O:12][C:13]([CH3:16])([CH3:15])[CH3:14])=[O:11])[C:21]2[CH:22]=[CH:23][CH:24]=[CH:25][C:20]=2[N:19]=1)[CH:28]1[C:37]2[N:36]=[CH:35][CH:34]=[CH:33][C:32]=2[CH2:31][CH2:30][CH2:29]1.